Dataset: Full USPTO retrosynthesis dataset with 1.9M reactions from patents (1976-2016). Task: Predict the reactants needed to synthesize the given product. (1) Given the product [Br:21][C:16]1[C:17]([CH3:19])=[CH:18][C:13]2[O:12][CH2:11][CH:10]([C:7]3[CH:8]=[CH:9][C:4]([CH:1]([CH3:3])[CH3:2])=[CH:5][CH:6]=3)[C:14]=2[C:15]=1[CH3:20], predict the reactants needed to synthesize it. The reactants are: [CH:1]([C:4]1[CH:9]=[CH:8][C:7]([CH:10]2[C:14]3[C:15]([CH3:20])=[CH:16][C:17]([CH3:19])=[CH:18][C:13]=3[O:12][CH2:11]2)=[CH:6][CH:5]=1)([CH3:3])[CH3:2].[Br:21]N1C(=O)CCC1=O. (2) The reactants are: C[Al](C)C.Cl.[CH2:6]([NH2:8])[CH3:7].[C:9]1([C:15]2[CH:16]=[C:17]([CH:22]=[CH:23][CH:24]=2)[C:18](OC)=[O:19])[CH:14]=[CH:13][CH:12]=[CH:11][CH:10]=1.Cl. Given the product [CH2:6]([NH:8][C:18](=[O:19])[C:17]1[CH:22]=[CH:23][CH:24]=[C:15]([C:9]2[CH:10]=[CH:11][CH:12]=[CH:13][CH:14]=2)[CH:16]=1)[CH3:7], predict the reactants needed to synthesize it. (3) Given the product [Cl:1][C:2]1[CH:7]=[CH:6][C:5]([NH2:8])=[C:4]([O:11][C:12]2[CH:17]=[CH:16][C:15]([O:18][CH3:19])=[CH:14][CH:13]=2)[CH:3]=1, predict the reactants needed to synthesize it. The reactants are: [Cl:1][C:2]1[CH:7]=[CH:6][C:5]([N+:8]([O-])=O)=[C:4]([O:11][C:12]2[CH:17]=[CH:16][C:15]([O:18][CH3:19])=[CH:14][CH:13]=2)[CH:3]=1.CC(O)=O.C1COCC1. (4) Given the product [ClH:25].[CH2:2]([O:4][C:5]([N:7]1[CH2:12][CH2:11][N:10]([CH2:13][CH:14]([Cl:1])[C:16]2[CH:21]=[CH:20][C:19]([F:22])=[CH:18][CH:17]=2)[CH2:9][CH2:8]1)=[O:6])[CH3:3], predict the reactants needed to synthesize it. The reactants are: [ClH:1].[CH2:2]([O:4][C:5]([N:7]1[CH2:12][CH2:11][N:10]([CH2:13][CH:14]([C:16]2[CH:21]=[CH:20][C:19]([F:22])=[CH:18][CH:17]=2)O)[CH2:9][CH2:8]1)=[O:6])[CH3:3].S(Cl)([Cl:25])=O. (5) Given the product [Br:13][C:10]1[CH:11]=[CH:12][C:7]([CH2:21][C@H:20]([OH:22])[C:19]([O:24][CH3:25])=[O:23])=[CH:8][CH:9]=1, predict the reactants needed to synthesize it. The reactants are: C([Li])(C)(C)C.Br[C:7]1[CH:12]=[CH:11][C:10]([Br:13])=[CH:9][CH:8]=1.[Cu](C#N)C#N.[C:19]([O:24][CH3:25])(=[O:23])[C@H:20]1[O:22][CH2:21]1.[Cl-].[NH4+]. (6) Given the product [NH2:10][C:11]1[C:12]([CH3:13])=[C:4]([Br:3])[CH:5]=[CH:6][C:7]=1[C:8]([OH:15])=[O:1], predict the reactants needed to synthesize it. The reactants are: [OH:1]O.[Br:3][C:4]1[C:12]([CH3:13])=[C:11]2[C:7]([C:8](=[O:15])C(=O)[NH:10]2)=[CH:6][CH:5]=1.[OH-].[Na+]. (7) The reactants are: [Cl:1][C:2]1[CH:11]=[C:10]2[C:5]([C:6]([N:12]3[CH2:17][CH:16]4[CH2:18][CH:13]3[CH2:14][NH:15]4)=[CH:7][CH:8]=[N:9]2)=[CH:4][CH:3]=1.[F:19][C:20]1[CH:25]=[CH:24][C:23]([N:26]=[C:27]=[O:28])=[CH:22][CH:21]=1. Given the product [Cl:1][C:2]1[CH:11]=[C:10]2[C:5]([C:6]([N:12]3[CH2:17][CH:16]4[CH2:18][CH:13]3[CH2:14][N:15]4[C:27]([NH:26][C:23]3[CH:24]=[CH:25][C:20]([F:19])=[CH:21][CH:22]=3)=[O:28])=[CH:7][CH:8]=[N:9]2)=[CH:4][CH:3]=1, predict the reactants needed to synthesize it. (8) Given the product [CH2:1]([C:5]1[CH:6]=[CH:7][C:8]([C:11]#[C:12][C:13]2[CH:41]=[CH:40][C:16]([CH2:17][N:18]([C:19]([CH:21]3[CH2:26][CH2:25][CH2:24][CH2:23][CH2:22]3)=[O:20])[C:27]3[CH:39]=[CH:38][C:30]([OH:31])=[C:29]([CH:28]=3)[C:34]([OH:35])=[O:33])=[CH:15][CH:14]=2)=[CH:9][CH:10]=1)[CH2:2][CH2:3][CH3:4], predict the reactants needed to synthesize it. The reactants are: [CH2:1]([C:5]1[CH:10]=[CH:9][C:8]([C:11]#[C:12][C:13]2[CH:41]=[CH:40][C:16]([CH2:17][N:18]([C:27]3[CH:39]=[CH:38][C:30]4[O:31]C(C)(C)[O:33][C:34](=[O:35])[C:29]=4[CH:28]=3)[C:19]([CH:21]3[CH2:26][CH2:25][CH2:24][CH2:23][CH2:22]3)=[O:20])=[CH:15][CH:14]=2)=[CH:7][CH:6]=1)[CH2:2][CH2:3][CH3:4].[OH-].[Na+]. (9) Given the product [Br:1][CH:14]1[C:13]2[C:18](=[CH:19][C:20]([O:21][CH3:22])=[C:11]([O:10][CH3:9])[CH:12]=2)[C:16](=[O:17])[O:15]1, predict the reactants needed to synthesize it. The reactants are: [Br:1]N1C(=O)CCC1=O.[CH3:9][O:10][C:11]1[CH:12]=[C:13]2[C:18](=[CH:19][C:20]=1[O:21][CH3:22])[C:16](=[O:17])[O:15][CH2:14]2. (10) The reactants are: [CH3:1][CH:2]1[CH2:7][CH2:6][CH2:5][CH:4]([CH3:8])[N:3]1[CH2:9][CH2:10][NH2:11].Cl[C:13]1[N:14]=[N+:15]([O-:24])[C:16]2[CH:22]=[CH:21][C:20]([CH3:23])=[CH:19][C:17]=2[N:18]=1. Given the product [CH3:1][CH:2]1[CH2:7][CH2:6][CH2:5][CH:4]([CH3:8])[N:3]1[CH2:9][CH2:10][NH:11][C:13]1[N:14]=[N+:15]([O-:24])[C:16]2[CH:22]=[CH:21][C:20]([CH3:23])=[CH:19][C:17]=2[N:18]=1, predict the reactants needed to synthesize it.